This data is from Catalyst prediction with 721,799 reactions and 888 catalyst types from USPTO. The task is: Predict which catalyst facilitates the given reaction. Reactant: [Na].CO.Cl[C:5]1[N:13]=[CH:12][CH:11]=[CH:10][C:6]=1[C:7]([OH:9])=[O:8].[C:14]([C:18]1[CH:23]=[CH:22][C:21]([OH:24])=[CH:20][CH:19]=1)([CH3:17])([CH3:16])[CH3:15]. Product: [C:14]([C:18]1[CH:19]=[CH:20][C:21]([O:24][C:5]2[N:13]=[CH:12][CH:11]=[CH:10][C:6]=2[C:7]([OH:9])=[O:8])=[CH:22][CH:23]=1)([CH3:17])([CH3:15])[CH3:16]. The catalyst class is: 6.